Dataset: Catalyst prediction with 721,799 reactions and 888 catalyst types from USPTO. Task: Predict which catalyst facilitates the given reaction. (1) Reactant: [OH:1][C:2]1[CH:7]=[CH:6][C:5]([CH2:8][C:9]#[N:10])=[CH:4][C:3]=1[O:11][CH3:12].P(=O)(O)(O)[OH:14].[Cl:18][C:19]1[CH:26]=[CH:25][C:22]([CH:23]=O)=[CH:21][CH:20]=1. Product: [Cl:18][C:19]1[CH:26]=[CH:25][C:22]([CH:23]2[C:6]3[C:5](=[CH:4][C:3]([O:11][CH3:12])=[C:2]([OH:1])[CH:7]=3)[CH2:8][C:9](=[O:14])[NH:10]2)=[CH:21][CH:20]=1. The catalyst class is: 6. (2) Reactant: [Cl:1][C:2]1[CH:32]=[CH:31][CH:30]=[C:29]([C:33]([F:36])([F:35])[F:34])[C:3]=1[C:4]([N:6]1[C:14]2[C:9](=[C:10]([F:15])[CH:11]=[CH:12][CH:13]=2)[C:8]([C:16]2[CH2:21][CH2:20][CH:19]([C:22]([O:24]C(C)(C)C)=[O:23])[CH2:18][CH:17]=2)=[CH:7]1)=[O:5].C(O)(C(F)(F)F)=O. Product: [Cl:1][C:2]1[CH:32]=[CH:31][CH:30]=[C:29]([C:33]([F:35])([F:36])[F:34])[C:3]=1[C:4]([N:6]1[C:14]2[C:9](=[C:10]([F:15])[CH:11]=[CH:12][CH:13]=2)[C:8]([C:16]2[CH2:21][CH2:20][CH:19]([C:22]([OH:24])=[O:23])[CH2:18][CH:17]=2)=[CH:7]1)=[O:5]. The catalyst class is: 2. (3) Reactant: C(O[C:6](=[O:32])[N:7]([CH2:9][C:10]1[CH:15]=[CH:14][C:13]([C:16]2[C:17]3[CH:24]=[C:23]([C:25]4[CH:26]=[N:27][N:28]([CH3:30])[CH:29]=4)[NH:22][C:18]=3[N:19]=[CH:20][N:21]=2)=[CH:12][C:11]=1[F:31])C)(C)(C)C.C(O)(C(F)(F)F)=O.[CH3:40][C:41]1([C:45]2[CH:53]=[CH:52][C:48](C(O)=O)=[CH:47][CH:46]=2)[CH2:44][O:43][CH2:42]1.CCN(C(C)C)C(C)C.CN(C(ON1N=NC2C=CC=NC1=2)=[N+](C)C)C.F[P-](F)(F)(F)(F)F. Product: [F:31][C:11]1[CH:12]=[C:13]([C:16]2[C:17]3[CH:24]=[C:23]([C:25]4[CH:26]=[N:27][N:28]([CH3:30])[CH:29]=4)[NH:22][C:18]=3[N:19]=[CH:20][N:21]=2)[CH:14]=[CH:15][C:10]=1[CH2:9][NH:7][C:6](=[O:32])[C:48]1[CH:47]=[CH:46][C:45]([C:41]2([CH3:40])[CH2:42][O:43][CH2:44]2)=[CH:53][CH:52]=1. The catalyst class is: 795. (4) Reactant: Cl[C:2]1[CH:7]=[C:6]([N:8]2[CH2:13][CH2:12][O:11][CH2:10][CH2:9]2)[N:5]=[C:4]([C:14]2[CH:22]=[CH:21][CH:20]=[C:19]3[C:15]=2[CH:16]=[CH:17][NH:18]3)[N:3]=1.[CH3:23][N:24]1[CH2:29][CH2:28][NH:27][CH2:26][CH2:25]1. Product: [CH3:23][N:24]1[CH2:29][CH2:28][N:27]([C:2]2[CH:7]=[C:6]([N:8]3[CH2:13][CH2:12][O:11][CH2:10][CH2:9]3)[N:5]=[C:4]([C:14]3[CH:22]=[CH:21][CH:20]=[C:19]4[C:15]=3[CH:16]=[CH:17][NH:18]4)[N:3]=2)[CH2:26][CH2:25]1. The catalyst class is: 60. (5) Reactant: [Cl:1][C:2]1[CH:3]=[CH:4][C:5]([C:16]2[C:21]([Cl:22])=[CH:20][N:19]=[C:18](F)[CH:17]=2)=[N:6][C:7]=1[NH:8][CH2:9][CH:10]1[CH2:15][CH2:14][O:13][CH2:12][CH2:11]1.[OH-].[NH4+:25]. Product: [Cl:1][C:2]1[CH:3]=[CH:4][C:5]([C:16]2[C:21]([Cl:22])=[CH:20][N:19]=[C:18]([NH2:25])[CH:17]=2)=[N:6][C:7]=1[NH:8][CH2:9][CH:10]1[CH2:15][CH2:14][O:13][CH2:12][CH2:11]1. The catalyst class is: 197. (6) Reactant: [N+:1]([C:4]1[CH:5]=[CH:6][C:7]2[S:11][CH:10]=[C:9]([C:12](O)=[O:13])[C:8]=2[CH:15]=1)([O-:3])=[O:2].ClC1C=C2C(=CC=1)[NH:22]C=C2C1CCNCC1.C(N(CC)CC)C. Product: [N+:1]([C:4]1[CH:5]=[CH:6][C:7]2[S:11][CH:10]=[C:9]([C:12]([NH2:22])=[O:13])[C:8]=2[CH:15]=1)([O-:3])=[O:2]. The catalyst class is: 1.